Task: Predict which catalyst facilitates the given reaction.. Dataset: Catalyst prediction with 721,799 reactions and 888 catalyst types from USPTO Reactant: [NH2:1][C:2]1[CH:30]=[CH:29][C:5]2[NH:6][C:7]([C:12]3[C:13](=[O:28])[N:14]([CH2:23][CH2:24][CH:25]([CH3:27])[CH3:26])[C:15]4[C:20]([C:21]=3[OH:22])=[CH:19][CH:18]=[CH:17][N:16]=4)=[N:8][S:9](=[O:11])(=[O:10])[C:4]=2[CH:3]=1.[O:31]([C:33]([C:35]1[S:36][CH:37]=[CH:38][C:39]=1[S:40](Cl)(=[O:42])=[O:41])=[O:34])[CH3:32]. Product: [OH:22][C:21]1[C:20]2[C:15](=[N:16][CH:17]=[CH:18][CH:19]=2)[N:14]([CH2:23][CH2:24][CH:25]([CH3:27])[CH3:26])[C:13](=[O:28])[C:12]=1[C:7]1[NH:6][C:5]2[CH:29]=[CH:30][C:2]([NH:1][S:40]([C:39]3[CH:38]=[CH:37][S:36][C:35]=3[C:33]([O:31][CH3:32])=[O:34])(=[O:41])=[O:42])=[CH:3][C:4]=2[S:9](=[O:11])(=[O:10])[N:8]=1. The catalyst class is: 300.